Task: Predict the product of the given reaction.. Dataset: Forward reaction prediction with 1.9M reactions from USPTO patents (1976-2016) (1) Given the reactants [F:1][C:2]([F:15])([F:14])[CH2:3][C:4]1[CH:13]=[CH:12][C:7]([C:8](OC)=[O:9])=[CH:6][CH:5]=1.[H-].[Al+3].[Li+].[H-].[H-].[H-], predict the reaction product. The product is: [F:1][C:2]([F:14])([F:15])[CH2:3][C:4]1[CH:5]=[CH:6][C:7]([CH2:8][OH:9])=[CH:12][CH:13]=1. (2) The product is: [Br-:25].[F:36][C:31]1[CH:32]=[CH:33][CH:34]=[CH:35][C:30]=1[NH:29][C:27]([CH2:26][N+:1]12[CH2:8][CH2:7][CH:4]([CH2:5][CH2:6]1)[C@@H:3]([O:9][C:10]([C:12]1([C:19]3[CH:20]=[CH:21][CH:22]=[CH:23][CH:24]=3)[CH2:18][CH2:17][CH2:16][CH2:15][CH2:14][CH2:13]1)=[O:11])[CH2:2]2)=[O:28]. Given the reactants [N:1]12[CH2:8][CH2:7][CH:4]([CH2:5][CH2:6]1)[C@@H:3]([O:9][C:10]([C:12]1([C:19]3[CH:24]=[CH:23][CH:22]=[CH:21][CH:20]=3)[CH2:18][CH2:17][CH2:16][CH2:15][CH2:14][CH2:13]1)=[O:11])[CH2:2]2.[Br:25][CH2:26][C:27]([NH:29][C:30]1[CH:35]=[CH:34][CH:33]=[CH:32][C:31]=1[F:36])=[O:28], predict the reaction product. (3) Given the reactants [O:1]1[CH:5]=[CH:4][C:3]([CH:6]=[O:7])=[CH:2]1.[CH2:8](O)[CH2:9][OH:10].C1(C)C=CC(S(O)(=O)=O)=CC=1.C1C=CC=CC=1, predict the reaction product. The product is: [O:1]1[CH:5]=[CH:4][C:3]([CH:6]2[O:10][CH2:9][CH2:8][O:7]2)=[CH:2]1.